From a dataset of Experimentally validated miRNA-target interactions with 360,000+ pairs, plus equal number of negative samples. Binary Classification. Given a miRNA mature sequence and a target amino acid sequence, predict their likelihood of interaction. (1) The miRNA is mmu-miR-129-5p with sequence CUUUUUGCGGUCUGGGCUUGC. The protein sequence of the target gene is MPPSPLDDRVVVALSRPVRPQDLNLCLDSSYLGSASPGSGSHAPVLATAVVTLKAANLTYMPSSSGSARSLNCGCSSTSCCTVATYDKDHQAQTQAIAAGTATTAIGTSTTCPANQMVNNNENTGSVLSPSGGVGSPVSGTPKQLASIKIIYPNDLAKKMTKCSKSHLPSQGPVIIDCRPFMEYNKSHIQGAVHINCADKISRRRLQQGKITVLDLISCREGKDSFKRIFSKEIIVYDENTNEPSRVTPSQPLHIVLESLKREGKEPLVLKGGLSSFKQNHGNLCDNSLQLQECREVGGG.... Result: 1 (interaction). (2) The miRNA is hsa-miR-3064-3p with sequence UUGCCACACUGCAACACCUUACA. The protein sequence of the target gene is MADPDPRYPRSSIEDDFNYGSSVASATVHIRMAFLRKVYSILSLQVLLTTVTSTVFLYFESVRTFVHESPALILLFALGSLGLIFALILNRHKYPLNLYLLFGFTLLEALTVAVVVTFYDVYIILQAFILTTTVFFGLTVYTLQSKKDFSKFGAGLFALLWILCLSGFLKFFFYSEIMELVLAAAGALLFCGFIIYDTHSLMHKLSPEEYVLAAISLYLDIINLFLHLLRFLEAVNKK. Result: 0 (no interaction). (3) The miRNA is hsa-miR-6838-5p with sequence AAGCAGCAGUGGCAAGACUCCU. The protein sequence of the target gene is MNLASQSGEAGAGQLLFANFNQDNTEVKGASRAAGLGRRAVVWSLAVGSKSGYKFFSLSSVDKLEQIYECTDTEDVCIVERLFSSSLVAIVSLKAPRKLKVCHFKKGTEICNYSYSNTILAVKLNRQRLIVCLEESLYIHNIRDMKVLHTIRETPPNPAGLCALSINNDNCYLAYPGSATIGEVQVFDTINLRAANMIPAHDSPLAALAFDASGTKLATASEKGTVIRVFSIPEGQKLFEFRRGVKRCVSICSLAFSMDGMFLSASSNTETVHIFKLETVKEKPPEEPTTWTGYFGKVLM.... Result: 1 (interaction). (4) The miRNA is hsa-miR-6081 with sequence AGGAGCAGUGCCGGCCAAGGCGCC. The protein sequence of the target gene is MAKRTKKVGIVGKYGTRYGASLRKMVKKIEISQHAKYTCSFCGKTKMKRRAVGIWHCGSCMKTVAGGAWTYNTTSAVTVKSAIRRLKELKDQ. Result: 1 (interaction).